From a dataset of Drug-target binding data from BindingDB using Ki measurements. Regression. Given a target protein amino acid sequence and a drug SMILES string, predict the binding affinity score between them. We predict pKi (pKi = -log10(Ki in M); higher means stronger inhibition). Dataset: bindingdb_ki. The small molecule is CC(N)(CCCNCCCN)C(=O)O. The target protein (P27117) has sequence MNSFSNEEFDCHFLDEGFTAKDILDQKINEVSYSDDKDAFYVADLGDILKKHLRWLKALPRVTPFYAVKCNDSRTIVKTLAAIGTGFDCASKTEIQLVQSLGVPPERIIYANPCKQVSQIKYAANNGVQMMTFDSEVELMKVARAHPKAKLVLRIATDDSKAVCRLSVKFGATLKTSRLLLERAKELDIDVIGVSFHVGSGCTDPETFVQAISDARCVFDMGAEVGFNMYLLDIGGGFPGSEDVKLKFEEITSVINPALDKYFPSDSGVRIIAEPGRYYVASAFTLAVNIIAKKLVLKEQTGSDDEEESTDRTFMYYVNDGVYGSFNCILYDHAHVKPLLQKRPKPDEKYYSSSIWGPTCDGLDRIVERCNLPEMHVGDWMLFENMGAYTVAAASTFNGFQRPTIYYVMSGPTWQLMQQIRTQDFPPGVEEPDVGPLPVSCAWESGMKRHSAACASTRINV. The pKi is 2.3.